Dataset: NCI-60 drug combinations with 297,098 pairs across 59 cell lines. Task: Regression. Given two drug SMILES strings and cell line genomic features, predict the synergy score measuring deviation from expected non-interaction effect. Drug 1: C1CC(=O)NC(=O)C1N2CC3=C(C2=O)C=CC=C3N. Drug 2: CC(C)NC(=O)C1=CC=C(C=C1)CNNC.Cl. Cell line: OVCAR-8. Synergy scores: CSS=2.86, Synergy_ZIP=-0.545, Synergy_Bliss=0.950, Synergy_Loewe=0.941, Synergy_HSA=0.0623.